Dataset: Full USPTO retrosynthesis dataset with 1.9M reactions from patents (1976-2016). Task: Predict the reactants needed to synthesize the given product. (1) Given the product [F:32][C:16]1[CH:17]=[CH:18][C:19]([CH:21]([O:23][C:24]2[CH:28]=[CH:27][S:26][C:25]=2[C:29]([NH2:30])=[O:31])[CH3:22])=[CH:20][C:15]=1[C:14]([N:11]1[CH2:10][CH2:9][NH:8][CH2:13][CH2:12]1)=[O:33], predict the reactants needed to synthesize it. The reactants are: C(OC([N:8]1[CH2:13][CH2:12][N:11]([C:14](=[O:33])[C:15]2[CH:20]=[C:19]([CH:21]([O:23][C:24]3[CH:28]=[CH:27][S:26][C:25]=3[C:29](=[O:31])[NH2:30])[CH3:22])[CH:18]=[CH:17][C:16]=2[F:32])[CH2:10][CH2:9]1)=O)(C)(C)C.FC(F)(F)C(O)=O. (2) Given the product [NH2:24][C:6]1[CH:5]=[C:4]([CH:1]2[CH2:3][CH2:2]2)[CH:23]=[CH:22][C:7]=1[NH:8][C:9]1[CH:14]=[CH:13][CH:12]=[C:11]([C:15]2[CH:16]=[CH:17][C:18]([F:21])=[N:19][CH:20]=2)[CH:10]=1, predict the reactants needed to synthesize it. The reactants are: [CH:1]1([C:4]2[CH:23]=[CH:22][C:7]([NH:8][C:9]3[CH:14]=[CH:13][CH:12]=[C:11]([C:15]4[CH:16]=[CH:17][C:18]([F:21])=[N:19][CH:20]=4)[CH:10]=3)=[C:6]([N+:24]([O-])=O)[CH:5]=2)[CH2:3][CH2:2]1.